This data is from Reaction yield outcomes from USPTO patents with 853,638 reactions. The task is: Predict the reaction yield, written as a fraction of the theoretical maximum amount of product (1.0 means a 100% yield; for example, 0.34 means a 34% yield). (1) The reactants are [Si:1]([O:8][CH2:9][C@@H:10]([NH2:12])[CH3:11])([C:4]([CH3:7])([CH3:6])[CH3:5])([CH3:3])[CH3:2].[Cl:13][C:14]1[C:19]([CH2:20][CH:21]=O)=[C:18](Cl)[N:17]=[CH:16][N:15]=1. The catalyst is C(O)C. The product is [Si:1]([O:8][CH2:9][C@@H:10]([N:12]1[C:18]2[N:17]=[CH:16][N:15]=[C:14]([Cl:13])[C:19]=2[CH:20]=[CH:21]1)[CH3:11])([C:4]([CH3:7])([CH3:6])[CH3:5])([CH3:3])[CH3:2]. The yield is 0.670. (2) The reactants are [CH3:1][C:2]1([CH3:10])[CH2:8][CH:7]2[CH:5]([O:6]2)[C:4](=[O:9])[CH2:3]1.[OH-].[K+].[CH3:13]O. The catalyst is O. The product is [CH3:13][O:6][C:5]1[C:4](=[O:9])[CH2:3][C:2]([CH3:10])([CH3:1])[CH2:8][CH:7]=1. The yield is 0.680. (3) The reactants are [CH3:1][N:2]([C:11]1[CH:12]=[CH:13][CH:14]=[C:15]2[C:19]=1[NH:18][C:17]([C:20]1[S:21][CH:22]([CH2:25][C:26](=O)[CH:27]=[CH2:28])[CH2:23][N:24]=1)=[CH:16]2)[S:3]([C:6]1[S:7][CH:8]=[CH:9][CH:10]=1)(=[O:5])=[O:4].[CH3:30][NH:31][NH2:32].O1CCCC1. The catalyst is C(OCC)(=O)C. The product is [CH3:1][N:2]([C:11]1[CH:12]=[CH:13][CH:14]=[C:15]2[C:19]=1[NH:18][C:17]([C:20]1[S:21][CH:22]([CH2:25][C:26]3[CH2:27][CH2:28][N:31]([CH3:30])[N:32]=3)[CH2:23][N:24]=1)=[CH:16]2)[S:3]([C:6]1[S:7][CH:8]=[CH:9][CH:10]=1)(=[O:5])=[O:4]. The yield is 0.590. (4) The reactants are [F:1][C:2]1[CH:28]=[CH:27][C:5]([CH2:6][N:7]2[CH2:10][CH:9]([S:11][C:12]3[C@H:13]([CH3:26])[C@@H:14]4[C@@H:21]([C@H:22]([OH:24])[CH3:23])[C:20](=[O:25])[N:15]4[C:16]=3[C:17]([OH:19])=[O:18])[CH2:8]2)=[CH:4][CH:3]=1.[C:29]([O:40][CH2:41]Cl)(=[O:39])[CH2:30][CH2:31][CH2:32][CH2:33][CH2:34][CH2:35][CH2:36][CH2:37][CH3:38]. No catalyst specified. The product is [F:1][C:2]1[CH:28]=[CH:27][C:5]([CH2:6][N:7]2[CH2:8][CH:9]([S:11][C:12]3[C@H:13]([CH3:26])[C@@H:14]4[C@@H:21]([C@H:22]([OH:24])[CH3:23])[C:20](=[O:25])[N:15]4[C:16]=3[C:17]([O:19][CH2:41][O:40][C:29](=[O:39])[CH2:30][CH2:31][CH2:32][CH2:33][CH2:34][CH2:35][CH2:36][CH2:37][CH3:38])=[O:18])[CH2:10]2)=[CH:4][CH:3]=1. The yield is 0.810.